Dataset: Catalyst prediction with 721,799 reactions and 888 catalyst types from USPTO. Task: Predict which catalyst facilitates the given reaction. Product: [Cl:26][CH2:27][CH2:28][NH:29][C:30]([NH:1][C:2]1[N:7]=[N:6][C:5]([N:8]2[CH2:9][CH2:10][N:11]([C:14](=[O:15])[C:16]3[CH:21]=[CH:20][CH:19]=[CH:18][C:17]=3[C:22]([F:25])([F:24])[F:23])[CH2:12][CH2:13]2)=[CH:4][CH:3]=1)=[O:31]. Reactant: [NH2:1][C:2]1[N:7]=[N:6][C:5]([N:8]2[CH2:13][CH2:12][N:11]([C:14]([C:16]3[CH:21]=[CH:20][CH:19]=[CH:18][C:17]=3[C:22]([F:25])([F:24])[F:23])=[O:15])[CH2:10][CH2:9]2)=[CH:4][CH:3]=1.[Cl:26][CH2:27][CH2:28][N:29]=[C:30]=[O:31]. The catalyst class is: 412.